From a dataset of Reaction yield outcomes from USPTO patents with 853,638 reactions. Predict the reaction yield, written as a fraction of the theoretical maximum amount of product (1.0 means a 100% yield; for example, 0.34 means a 34% yield). (1) The reactants are Cl.[NH2:2][C@@H:3]([C:6]1[CH:11]=[CH:10][CH:9]=[CH:8][C:7]=1[Cl:12])[CH2:4][OH:5].[OH-].[K+].C1C[O:18][CH2:17]C1.C(=O)(OC(Cl)(Cl)Cl)OC(Cl)(Cl)Cl. The catalyst is O.CCOC(C)=O. The product is [Cl:12][C:7]1[CH:8]=[CH:9][CH:10]=[CH:11][C:6]=1[C@H:3]1[CH2:4][O:5][C:17](=[O:18])[NH:2]1. The yield is 0.558. (2) The reactants are [CH3:1][N:2]1[C:8](=[O:9])[CH2:7][C:6]2[CH:10]=[CH:11][CH2:12][CH2:13][C:5]=2[CH:4]=[CH:3]1.[N:14](OCCC(C)C)=[O:15].[Li+].C[Si]([N-][Si](C)(C)C)(C)C.Cl. The catalyst is C1COCC1. The product is [OH:15][N:14]=[C:7]1[C:6]2[CH:10]=[CH:11][CH2:12][CH2:13][C:5]=2[CH:4]=[CH:3][N:2]([CH3:1])[C:8]1=[O:9]. The yield is 0.649. (3) The reactants are [CH2:1]=[C:2]([CH:4]1[CH2:9][CH2:8][CH2:7][CH2:6][C:5]1=[O:10])[CH3:3].[N:11]1[CH2:12][CH2:13][CH2:14][CH2:15][CH:16]=1.Cl[Sn](Cl)(Cl)Cl. The catalyst is ClCCCl. The product is [CH3:3][C:2]1[CH2:1][CH:16]2[CH2:15][CH2:14][CH2:13][CH2:12][N:11]2[C:5](=[O:10])[CH2:6][CH2:7][CH2:8][CH2:9][CH:4]=1. The yield is 0.690. (4) The reactants are [C:1](=O)([O-])[O-].[K+].[K+].CC(C)C(=O)C(P(=O)([O-])[O-])=[N+]=[N-].[F:19][C:20]1[C:27]([O:28][CH3:29])=[CH:26][CH:25]=[CH:24][C:21]=1[CH:22]=O. The catalyst is CO. The product is [C:22]([C:21]1[CH:24]=[CH:25][CH:26]=[C:27]([O:28][CH3:29])[C:20]=1[F:19])#[CH:1]. The yield is 0.920. (5) The reactants are [F:1][C:2]([F:24])([F:23])[C:3]1[CH:4]=[CH:5][C:6]([N:9]2[CH2:14][CH2:13][CH:12]([NH:15]C(=O)OC(C)(C)C)[CH2:11][CH2:10]2)=[N:7][CH:8]=1.[ClH:25]. The catalyst is O1CCOCC1.C1COCC1.O1CCOCC1. The product is [ClH:25].[ClH:25].[F:24][C:2]([F:1])([F:23])[C:3]1[CH:4]=[CH:5][C:6]([N:9]2[CH2:14][CH2:13][CH:12]([NH2:15])[CH2:11][CH2:10]2)=[N:7][CH:8]=1. The yield is 0.890. (6) The reactants are FC(F)(F)S([O:6][C:7]1[CH:20]=[CH:19][C:10]2[C@H:11]([CH2:14][C:15]([O:17]C)=[O:16])[CH2:12][O:13][C:9]=2[CH:8]=1)(=O)=O.[CH3:23][C:24]1[CH:29]=[C:28]([O:30][CH2:31][CH2:32][CH2:33][S:34]([CH3:37])(=[O:36])=[O:35])[CH:27]=[C:26]([CH3:38])[C:25]=1[C:39]1[CH:44]=[CH:43][CH:42]=[C:41]([CH2:45]O)[CH:40]=1.P([O-])([O-])([O-])=O.[K+].[K+].[K+].C1(C)C=CC=CC=1. The catalyst is CN(C)C=O.O. The product is [CH3:38][C:26]1[CH:27]=[C:28]([O:30][CH2:31][CH2:32][CH2:33][S:34]([CH3:37])(=[O:35])=[O:36])[CH:29]=[C:24]([CH3:23])[C:25]=1[C:39]1[CH:44]=[CH:43][CH:42]=[C:41]([CH2:45][O:6][C:7]2[CH:20]=[CH:19][C:10]3[C:11]([CH2:14][C:15]([OH:17])=[O:16])=[CH:12][O:13][C:9]=3[CH:8]=2)[CH:40]=1. The yield is 0.650. (7) The reactants are [H-].C([Al+]CC(C)C)C(C)C.C(O[C:14]([C:16]1[CH:25]=[C:24]2[C:19]([C:20](Cl)=[CH:21][C:22]([Cl:26])=[N:23]2)=[CH:18][C:17]=1[CH3:28])=[O:15])C.S([O-])([O-])(=O)=O.[Mg+2].[NH:35]1[CH2:41][CH2:40][CH2:39][CH2:38][CH2:37][CH2:36]1.[Cl-].[Li+]. The catalyst is O1CCCC1.C(OCC)(=O)C. The product is [N:35]1([C:20]2[C:19]3[C:24](=[CH:25][C:16]([CH2:14][OH:15])=[C:17]([CH3:28])[CH:18]=3)[N:23]=[C:22]([Cl:26])[CH:21]=2)[CH2:41][CH2:40][CH2:39][CH2:38][CH2:37][CH2:36]1. The yield is 0.660. (8) The reactants are [Br:1][C:2]1[CH:3]=[C:4]([F:10])[C:5]([C:8]#[N:9])=[N:6][CH:7]=1.[CH3:11][Mg]Cl.[C:14](OC(=O)C)(=[O:16])[CH3:15]. The catalyst is C1(C)C=CC=CC=1. The product is [Br:1][C:2]1[CH:3]=[C:4]([F:10])[C:5]([C:8]([NH:9][C:14](=[O:16])[CH3:15])=[CH2:11])=[N:6][CH:7]=1. The yield is 0.690.